This data is from Peptide-MHC class II binding affinity with 134,281 pairs from IEDB. The task is: Regression. Given a peptide amino acid sequence and an MHC pseudo amino acid sequence, predict their binding affinity value. This is MHC class II binding data. (1) The peptide sequence is LGTLSELKDLVRKTI. The MHC is DRB1_0101 with pseudo-sequence DRB1_0101. The binding affinity (normalized) is 0.423. (2) The peptide sequence is FHVRGARRSGDVLWD. The MHC is HLA-DQA10201-DQB10402 with pseudo-sequence HLA-DQA10201-DQB10402. The binding affinity (normalized) is 0.539. (3) The peptide sequence is VKVLCPYMPKVIEKMELL. The MHC is DRB1_0405 with pseudo-sequence QEFFIASGAAVDAIMEVHFDYYSLQRATYHVGFT. The binding affinity (normalized) is 0. (4) The peptide sequence is QGSVITVQGADDIKK. The MHC is DRB1_0404 with pseudo-sequence DRB1_0404. The binding affinity (normalized) is 0.377. (5) The peptide sequence is QNRMKLADCAVGFGS. The binding affinity (normalized) is 0.504. The MHC is HLA-DPA10201-DPB11401 with pseudo-sequence HLA-DPA10201-DPB11401. (6) The peptide sequence is YKRQLMNILGAVYRY. The MHC is HLA-DQA10101-DQB10501 with pseudo-sequence HLA-DQA10101-DQB10501. The binding affinity (normalized) is 0.225. (7) The peptide sequence is LLFCALASSCQVAFS. The MHC is DRB1_1101 with pseudo-sequence DRB1_1101. The binding affinity (normalized) is 0.481. (8) The peptide sequence is AVNGKKSAHGSPTFW. The MHC is DRB1_0301 with pseudo-sequence DRB1_0301. The binding affinity (normalized) is 0. (9) The peptide sequence is KKMVALTLTSYLGLTQP. The MHC is DRB1_0701 with pseudo-sequence DRB1_0701. The binding affinity (normalized) is 0.674.